This data is from Forward reaction prediction with 1.9M reactions from USPTO patents (1976-2016). The task is: Predict the product of the given reaction. (1) Given the reactants [OH:1][C:2]1[CH:17]=[CH:16][C:5]([CH2:6][CH:7]([C:13](=O)[CH3:14])[C:8](OCC)=[O:9])=[C:4]([O:18][CH3:19])[CH:3]=1.C(=O)(O)O.[NH2:24][C:25]([NH2:27])=[NH:26], predict the reaction product. The product is: [NH2:27][C:25]1[N:26]=[C:8]([OH:9])[C:7]([CH2:6][C:5]2[CH:16]=[CH:17][C:2]([OH:1])=[CH:3][C:4]=2[O:18][CH3:19])=[C:13]([CH3:14])[N:24]=1. (2) Given the reactants [Cl:1][C:2]1[CH:3]=[N:4][C:5]([N:8]2[CH2:13][CH2:12][CH:11]([C@H:14]3[CH2:16][C@H:15]3[CH2:17][CH2:18][N:19]([C:23]3[CH:28]=[CH:27][C:26]([N:29]4[CH:33]=[N:32][N:31]=[CH:30]4)=[CH:25][CH:24]=3)C(=O)C)[CH2:10][CH2:9]2)=[N:6][CH:7]=1.[OH-].[Na+].O, predict the reaction product. The product is: [Cl:1][C:2]1[CH:3]=[N:4][C:5]([N:8]2[CH2:9][CH2:10][CH:11]([C@H:14]3[CH2:16][C@H:15]3[CH2:17][CH2:18][NH:19][C:23]3[CH:24]=[CH:25][C:26]([N:29]4[CH:30]=[N:31][N:32]=[CH:33]4)=[CH:27][CH:28]=3)[CH2:12][CH2:13]2)=[N:6][CH:7]=1. (3) Given the reactants [N:1]1([C:7]2[CH:12]=[CH:11][C:10]([N:13]3[CH:18]=[CH:17][N:16]=[CH:15][C:14]3=[O:19])=[CH:9][CH:8]=2)[CH2:6][CH2:5][NH:4][CH2:3][CH2:2]1.CC1C=CC(S(O[CH2:31][CH2:32][CH2:33][C:34]2[C:42]3[C:37](=[CH:38][CH:39]=[C:40]([C:43]#[N:44])[CH:41]=3)[NH:36][CH:35]=2)(=O)=O)=CC=1.C(=O)([O-])[O-].[K+].[K+].[I-].[K+], predict the reaction product. The product is: [O:19]=[C:14]1[CH:15]=[N:16][CH:17]=[CH:18][N:13]1[C:10]1[CH:11]=[CH:12][C:7]([N:1]2[CH2:6][CH2:5][N:4]([CH2:31][CH2:32][CH2:33][C:34]3[C:42]4[C:37](=[CH:38][CH:39]=[C:40]([C:43]#[N:44])[CH:41]=4)[NH:36][CH:35]=3)[CH2:3][CH2:2]2)=[CH:8][CH:9]=1. (4) Given the reactants Br[CH2:2][CH2:3][CH2:4][C:5]1[CH:10]=[CH:9][C:8]([C:11]2[N:12]=[C:13]([NH:26][C:27](=[O:29])[CH3:28])[S:14][C:15]=2[C:16]2[CH:21]=[CH:20][C:19]([S:22]([CH3:25])(=[O:24])=[O:23])=[CH:18][CH:17]=2)=[CH:7][CH:6]=1.[K].[C:31]1(=[O:41])[NH:35][C:34](=[O:36])[C:33]2=[CH:37][CH:38]=[CH:39][CH:40]=[C:32]12.O, predict the reaction product. The product is: [O:36]=[C:34]1[C:33]2[C:32](=[CH:40][CH:39]=[CH:38][CH:37]=2)[C:31](=[O:41])[N:35]1[CH2:2][CH2:3][CH2:4][C:5]1[CH:10]=[CH:9][C:8]([C:11]2[N:12]=[C:13]([NH:26][C:27](=[O:29])[CH3:28])[S:14][C:15]=2[C:16]2[CH:21]=[CH:20][C:19]([S:22]([CH3:25])(=[O:24])=[O:23])=[CH:18][CH:17]=2)=[CH:7][CH:6]=1.